From a dataset of Reaction yield outcomes from USPTO patents with 853,638 reactions. Predict the reaction yield, written as a fraction of the theoretical maximum amount of product (1.0 means a 100% yield; for example, 0.34 means a 34% yield). (1) The reactants are [CH3:1][O:2][C:3]([C:5]1[CH:10]=[CH:9][C:8]([CH:11]2[CH2:13][CH2:12]2)=[C:7](Br)[N:6]=1)=[O:4].[Cl:15][C:16]1[CH:17]=[C:18](B(O)O)[CH:19]=[CH:20][CH:21]=1.C(=O)([O-])[O-].[Cs+].[Cs+]. The catalyst is C1(P(C2C=CC=CC=2)[C-]2C=CC=C2)C=CC=CC=1.[C-]1(P(C2C=CC=CC=2)C2C=CC=CC=2)C=CC=C1.[Fe+2].C(Cl)Cl.[Pd](Cl)Cl.O1CCOCC1. The product is [CH3:1][O:2][C:3]([C:5]1[CH:10]=[CH:9][C:8]([CH:11]2[CH2:13][CH2:12]2)=[C:7]([C:20]2[CH:19]=[CH:18][CH:17]=[C:16]([Cl:15])[CH:21]=2)[N:6]=1)=[O:4]. The yield is 0.710. (2) The reactants are [CH2:1]([O:8][CH2:9][C@H:10]1[C@@H:14]([O:15][Si:16]([C:19]([CH3:22])([CH3:21])[CH3:20])([CH3:18])[CH3:17])[CH2:13][C@@H:12](O)[CH2:11]1)[C:2]1[CH:7]=[CH:6][CH:5]=[CH:4][CH:3]=1.C1C=CC(P(C2C=CC=CC=2)C2C=CC=CC=2)=CC=1.CCOC(/N=N/C(OCC)=O)=O.C1C=CC(OP(OC2C=CC=CC=2)([N:64]=[N+:65]=[N-:66])=O)=CC=1. The catalyst is C1COCC1. The product is [N:64]([C@H:12]1[CH2:13][C@H:14]([O:15][Si:16]([C:19]([CH3:22])([CH3:21])[CH3:20])([CH3:18])[CH3:17])[C@H:10]([CH2:9][O:8][CH2:1][C:2]2[CH:7]=[CH:6][CH:5]=[CH:4][CH:3]=2)[CH2:11]1)=[N+:65]=[N-:66]. The yield is 0.630. (3) The product is [O:21]=[C:15]1[CH:14]([N:7]2[CH2:6][C:5]3[C:9](=[CH:10][CH:11]=[CH:12][C:4]=3[CH2:3][NH:2][C:38]([NH:37][C:34]3[CH:35]=[CH:36][C:31]([O:30][CH3:29])=[CH:32][CH:33]=3)=[O:39])[C:8]2=[O:13])[CH2:19][CH2:18][C:17](=[O:20])[NH:16]1. The catalyst is C1COCC1. The reactants are Cl.[NH2:2][CH2:3][C:4]1[CH:12]=[CH:11][CH:10]=[C:9]2[C:5]=1[CH2:6][N:7]([CH:14]1[CH2:19][CH2:18][C:17](=[O:20])[NH:16][C:15]1=[O:21])[C:8]2=[O:13].C(N(CC)CC)C.[CH3:29][O:30][C:31]1[CH:36]=[CH:35][C:34]([N:37]=[C:38]=[O:39])=[CH:33][CH:32]=1. The yield is 0.930. (4) The reactants are [S:1](Cl)([C:4]1[CH:10]=[CH:9][C:7]([CH3:8])=[CH:6][CH:5]=1)(=[O:3])=[O:2].[C:12]([O:16][C:17](=[O:22])[NH:18][CH2:19][CH2:20][OH:21])([CH3:15])([CH3:14])[CH3:13].CCN(CC)CC. The catalyst is C(Cl)Cl. The product is [C:12]([O:16][C:17]([NH:18][CH2:19][CH2:20][O:21][S:1]([C:4]1[CH:10]=[CH:9][C:7]([CH3:8])=[CH:6][CH:5]=1)(=[O:3])=[O:2])=[O:22])([CH3:15])([CH3:13])[CH3:14]. The yield is 0.790.